Dataset: Forward reaction prediction with 1.9M reactions from USPTO patents (1976-2016). Task: Predict the product of the given reaction. (1) The product is: [N:2]1([CH:10]([CH3:11])[C:7]#[N:8])[CH2:6][CH2:5][CH2:4][CH2:3]1. Given the reactants Cl.[NH:2]1[CH2:6][CH2:5][CH2:4][CH2:3]1.[C-:7]#[N:8].[K+].[CH:10](=O)[CH3:11], predict the reaction product. (2) Given the reactants [CH3:1][O:2][C:3]1[CH:4]=[C:5]([CH2:11][CH2:12]O)[CH:6]=[CH:7][C:8]=1[O:9][CH3:10].S(Cl)([Cl:16])=O, predict the reaction product. The product is: [Cl:16][CH2:12][CH2:11][C:5]1[CH:6]=[CH:7][C:8]([O:9][CH3:10])=[C:3]([O:2][CH3:1])[CH:4]=1. (3) Given the reactants [N+:1]([C:4]1[CH:9]=[CH:8][C:7]([C:10]2[NH:11][C:12]([CH2:15][CH2:16][C:17]([O:19][C:20]([CH3:23])([CH3:22])[CH3:21])=[O:18])=[N:13][N:14]=2)=[CH:6][CH:5]=1)([O-])=O.O.[Sn](Cl)Cl.C(=O)([O-])[O-].[Na+].[Na+], predict the reaction product. The product is: [NH2:1][C:4]1[CH:5]=[CH:6][C:7]([C:10]2[NH:11][C:12]([CH2:15][CH2:16][C:17]([O:19][C:20]([CH3:23])([CH3:22])[CH3:21])=[O:18])=[N:13][N:14]=2)=[CH:8][CH:9]=1. (4) Given the reactants Br[C:2]1[S:3][C:4]2[CH:10]=[C:9]([O:11][CH3:12])[CH:8]=[CH:7][C:5]=2[N:6]=1.[Li]CCCC.[Li+].[Cl-].[CH:20]([C:23]1[CH:28]=[CH:27][C:26]([C:29]2[C:38]3[C:33](=[CH:34][CH:35]=[C:36]([O:39][CH2:40][C:41]#[CH:42])[CH:37]=3)[N:32]=[C:31]([CH:43]=[O:44])[N:30]=2)=[CH:25][CH:24]=1)([CH3:22])[CH3:21], predict the reaction product. The product is: [CH:20]([C:23]1[CH:24]=[CH:25][C:26]([C:29]2[C:38]3[C:33](=[CH:34][CH:35]=[C:36]([O:39][CH2:40][C:41]#[CH:42])[CH:37]=3)[N:32]=[C:31]([C:43]([C:2]3[S:3][C:4]4[CH:10]=[C:9]([O:11][CH3:12])[CH:8]=[CH:7][C:5]=4[N:6]=3)=[O:44])[N:30]=2)=[CH:27][CH:28]=1)([CH3:22])[CH3:21].